This data is from Full USPTO retrosynthesis dataset with 1.9M reactions from patents (1976-2016). The task is: Predict the reactants needed to synthesize the given product. (1) The reactants are: [CH2:1]([O:3][C:4]1[CH:5]=[C:6]([CH:23]=[C:24]([O:27][CH2:28][CH3:29])[C:25]=1F)[CH2:7][N:8]1[CH2:13][CH2:12][CH:11]([NH:14][C:15]([C:17]2[CH:18]=[N:19][CH:20]=[N:21][CH:22]=2)=[O:16])[CH2:10][CH2:9]1)[CH3:2].C(OC1C=C(C=C(OCC)C=1[N:41]1[CH:45]=[CH:44][CH:43]=[CH:42]1)C=O)C.C([BH3-])#N.[Na+].C(N(C(C)C)C(C)C)C. Given the product [CH2:1]([O:3][C:4]1[CH:5]=[C:6]([CH:23]=[C:24]([O:27][CH2:28][CH3:29])[C:25]=1[N:41]1[CH:45]=[CH:44][CH:43]=[CH:42]1)[CH2:7][N:8]1[CH2:13][CH2:12][CH:11]([NH:14][C:15]([C:17]2[CH:18]=[N:19][CH:20]=[N:21][CH:22]=2)=[O:16])[CH2:10][CH2:9]1)[CH3:2], predict the reactants needed to synthesize it. (2) Given the product [F:1][C:2]1[CH:3]=[C:4]([CH:7]=[CH:8][C:9]=1[C:10]([F:13])([F:12])[F:11])[CH2:5][N:19]1[CH2:18][C@H:17]([CH3:21])[NH:16][C@H:15]([CH3:14])[CH2:20]1, predict the reactants needed to synthesize it. The reactants are: [F:1][C:2]1[CH:3]=[C:4]([CH:7]=[CH:8][C:9]=1[C:10]([F:13])([F:12])[F:11])[CH:5]=O.[CH3:14][C@H:15]1[CH2:20][NH:19][CH2:18][C@@H:17]([CH3:21])[NH:16]1.C(O[BH-](OC(=O)C)OC(=O)C)(=O)C.[Na+].